From a dataset of NCI-60 drug combinations with 297,098 pairs across 59 cell lines. Regression. Given two drug SMILES strings and cell line genomic features, predict the synergy score measuring deviation from expected non-interaction effect. (1) Drug 1: CC12CCC3C(C1CCC2O)C(CC4=C3C=CC(=C4)O)CCCCCCCCCS(=O)CCCC(C(F)(F)F)(F)F. Drug 2: CC1=C2C(C(=O)C3(C(CC4C(C3C(C(C2(C)C)(CC1OC(=O)C(C(C5=CC=CC=C5)NC(=O)OC(C)(C)C)O)O)OC(=O)C6=CC=CC=C6)(CO4)OC(=O)C)O)C)O. Cell line: SF-295. Synergy scores: CSS=-3.14, Synergy_ZIP=2.02, Synergy_Bliss=-0.0953, Synergy_Loewe=-6.04, Synergy_HSA=-5.42. (2) Drug 2: CC1CCCC2(C(O2)CC(NC(=O)CC(C(C(=O)C(C1O)C)(C)C)O)C(=CC3=CSC(=N3)C)C)C. Cell line: SF-295. Drug 1: COC1=CC(=CC(=C1O)OC)C2C3C(COC3=O)C(C4=CC5=C(C=C24)OCO5)OC6C(C(C7C(O6)COC(O7)C8=CC=CS8)O)O. Synergy scores: CSS=50.8, Synergy_ZIP=1.21, Synergy_Bliss=0.749, Synergy_Loewe=3.70, Synergy_HSA=3.20.